Dataset: Reaction yield outcomes from USPTO patents with 853,638 reactions. Task: Predict the reaction yield, written as a fraction of the theoretical maximum amount of product (1.0 means a 100% yield; for example, 0.34 means a 34% yield). (1) The reactants are [H-].[Na+].[NH:3]1[C:11]2[C:6](=[CH:7][CH:8]=[CH:9][CH:10]=2)[CH:5]=[CH:4]1.Br[CH2:13][CH2:14][CH2:15][CH2:16][CH2:17][CH2:18][Cl:19]. The catalyst is CN(C=O)C.CCOC(C)=O. The product is [Cl:19][CH2:18][CH2:17][CH2:16][CH2:15][CH2:14][CH2:13][N:3]1[C:11]2[C:6](=[CH:7][CH:8]=[CH:9][CH:10]=2)[CH:5]=[CH:4]1. The yield is 0.760. (2) The reactants are [CH2:1]([O:8][C:9](=[O:21])[N:10]([CH2:12][CH:13]([NH2:20])[CH2:14][CH:15]1[CH2:19][CH2:18][CH2:17][CH2:16]1)[CH3:11])[C:2]1[CH:7]=[CH:6][CH:5]=[CH:4][CH:3]=1.C1N=CN([C:27]([N:29]2[CH:33]=N[CH:31]=[CH:30]2)=[O:28])C=1.CCN(C(C)C)C(C)C.[O:43]1[C:47]2[C:48]([C@:52]([C@@H:60]3CCCN[CH2:61]3)([OH:59])[CH2:53][CH2:54][CH2:55][CH2:56][O:57][CH3:58])=[CH:49][CH:50]=[CH:51][C:46]=2[CH:45]=[CH:44]1. The catalyst is C(Cl)Cl. The product is [O:43]1[C:47]2[C:48]([C@:52]([C@@H:60]3[CH2:61][CH2:31][CH2:30][N:29]([C:27]([NH:20][C@@H:13]([CH2:14][CH:15]4[CH2:16][CH2:17][CH2:18][CH2:19]4)[CH2:12][N:10]([CH3:11])[C:9](=[O:21])[O:8][CH2:1][C:2]4[CH:7]=[CH:6][CH:5]=[CH:4][CH:3]=4)=[O:28])[CH2:33]3)([OH:59])[CH2:53][CH2:54][CH2:55][CH2:56][O:57][CH3:58])=[CH:49][CH:50]=[CH:51][C:46]=2[CH:45]=[CH:44]1. The yield is 0.519.